From a dataset of Full USPTO retrosynthesis dataset with 1.9M reactions from patents (1976-2016). Predict the reactants needed to synthesize the given product. (1) The reactants are: [N:1]12[CH2:8][CH2:7][CH:4]([CH2:5][CH2:6]1)[CH:3]([NH:9][C:10]([NH:12][C:13]([C:15]1[C:20]([NH2:21])=[N:19][C:18]([NH2:22])=[C:17]([Cl:23])[N:16]=1)=[O:14])=[NH:11])[CH2:2]2.[CH3:24][O:25][C:26]1[CH:27]=[C:28]([CH:31]=[C:32]([O:36][CH3:37])[C:33]=1[O:34][CH3:35])[CH2:29]Cl. Given the product [Cl-:23].[NH2:21][C:20]1[C:15]([C:13]([N:12]=[C:10]([NH2:11])[NH:9][CH:3]2[CH:4]3[CH2:7][CH2:8][N+:1]([CH2:29][C:28]4[CH:31]=[C:32]([O:36][CH3:37])[C:33]([O:34][CH3:35])=[C:26]([O:25][CH3:24])[CH:27]=4)([CH2:6][CH2:5]3)[CH2:2]2)=[O:14])=[N:16][C:17]([Cl:23])=[C:18]([NH2:22])[N:19]=1, predict the reactants needed to synthesize it. (2) Given the product [C:9]([NH:13][CH2:6][CH2:5][C:4]([N:3]([O:2][CH3:1])[CH3:8])=[O:7])([CH3:12])([CH3:11])[CH3:10], predict the reactants needed to synthesize it. The reactants are: [CH3:1][O:2][N:3]([CH3:8])[C:4](=[O:7])[CH:5]=[CH2:6].[C:9]([NH2:13])([CH3:12])([CH3:11])[CH3:10]. (3) The reactants are: C[N:2](C)[C:3]1[NH:4][CH:5]=[C:6]([C:8]2[C:16]3[C:11](=[CH:12][CH:13]=[CH:14][CH:15]=3)[NH:10][CH:9]=2)[N:7]=1. Given the product [NH2:2][C:3]1[NH:4][CH:5]=[C:6]([C:8]2[C:16]3[C:11](=[CH:12][CH:13]=[CH:14][CH:15]=3)[NH:10][CH:9]=2)[N:7]=1, predict the reactants needed to synthesize it. (4) Given the product [CH3:1][S:2]([O:5][C@@H:6]1[CH2:10][CH2:9][CH2:8][CH2:20][C@H:7]1[O:11][C:12]1[CH:13]=[CH:14][C:15]([Br:18])=[CH:16][CH:17]=1)(=[O:3])=[O:4], predict the reactants needed to synthesize it. The reactants are: [CH3:1][S:2]([O:5][C@@H:6]1[CH2:10][CH2:9][CH2:8][C@H:7]1[O:11][C:12]1[CH:17]=[CH:16][C:15]([Br:18])=[CH:14][CH:13]=1)(=[O:4])=[O:3].Br[C:20]1C=CC(O[C@@H]2CCCC[C@H]2O)=CC=1. (5) Given the product [Cl:1][C:2]1[N:3]=[C:4]([N:22]2[CH2:23][CH2:24][CH2:25][CH:21]2[CH2:19][CH3:20])[C:5]2[CH2:10][CH2:9][CH:8]([C:11]3[CH:16]=[CH:15][C:14]([F:17])=[CH:13][CH:12]=3)[C:6]=2[N:7]=1, predict the reactants needed to synthesize it. The reactants are: [Cl:1][C:2]1[N:3]=[C:4](Cl)[C:5]2[CH2:10][CH2:9][CH:8]([C:11]3[CH:16]=[CH:15][C:14]([F:17])=[CH:13][CH:12]=3)[C:6]=2[N:7]=1.[CH2:19]([CH:21]1[CH2:25][CH2:24][CH2:23][NH:22]1)[CH3:20].